Task: Predict the reactants needed to synthesize the given product.. Dataset: Full USPTO retrosynthesis dataset with 1.9M reactions from patents (1976-2016) (1) Given the product [OH:2][C:3]1[CH:4]=[N:5][C:6]([NH:9][C:10](=[O:16])[CH2:11][CH2:12][CH2:13][CH2:14][CH3:15])=[N:7][CH:8]=1, predict the reactants needed to synthesize it. The reactants are: C[O:2][C:3]1[CH:4]=[N:5][C:6]([NH:9][C:10](=[O:16])[CH2:11][CH2:12][CH2:13][CH2:14][CH3:15])=[N:7][CH:8]=1.[Cl-].[Al+3].[Cl-].[Cl-].[OH-].[Na+].CO. (2) Given the product [F:2][C:3]1[CH:10]=[CH:9][CH:8]=[CH:7][C:4]=1[CH2:5][C:13]1([N:12]([CH3:25])[CH3:11])[CH2:22][CH2:21][C:16]2([O:20][CH2:19][CH2:18][O:17]2)[CH2:15][CH2:14]1, predict the reactants needed to synthesize it. The reactants are: [Mg].[F:2][C:3]1[CH:10]=[CH:9][CH:8]=[CH:7][C:4]=1[CH2:5]Cl.[CH3:11][N:12]([CH3:25])[C:13]1(C#N)[CH2:22][CH2:21][C:16]2([O:20][CH2:19][CH2:18][O:17]2)[CH2:15][CH2:14]1.[Cl-].[NH4+]. (3) Given the product [N:31]1[C:40]2[C:35](=[N:36][CH:37]=[CH:38][CH:39]=2)[C:34]([S:41][C:42]2[CH:47]=[CH:46][C:45]([NH:48][C:2]3[C:11]4[C:6](=[CH:7][CH:8]=[CH:9][CH:10]=4)[C:5]([C:12]4[CH:17]=[CH:16][C:15]([Cl:18])=[CH:14][CH:13]=4)=[N:4][N:3]=3)=[CH:44][CH:43]=2)=[CH:33][CH:32]=1, predict the reactants needed to synthesize it. The reactants are: Cl[C:2]1[C:11]2[C:6](=[CH:7][CH:8]=[CH:9][CH:10]=2)[C:5]([C:12]2[CH:17]=[CH:16][C:15]([Cl:18])=[CH:14][CH:13]=2)=[N:4][N:3]=1.O.C1(C)C=CC(S(O)(=O)=O)=CC=1.[N:31]1[C:40]2[C:35](=[N:36][CH:37]=[CH:38][CH:39]=2)[C:34]([S:41][C:42]2[CH:47]=[CH:46][C:45]([NH2:48])=[CH:44][CH:43]=2)=[CH:33][CH:32]=1. (4) Given the product [Br:1][C:2]1[C:3]([F:13])=[C:4]([Cl:12])[C:5]([F:11])=[C:6]([CH:10]=1)[C:7]([Cl:17])=[O:8], predict the reactants needed to synthesize it. The reactants are: [Br:1][C:2]1[C:3]([F:13])=[C:4]([Cl:12])[C:5]([F:11])=[C:6]([CH:10]=1)[C:7](O)=[O:8].C(Cl)(=O)C([Cl:17])=O. (5) Given the product [OH:8][C:9]1[C:10]([CH3:24])=[C:11]2[C:16](=[C:17]([CH3:20])[C:18]=1[CH3:19])[O:15][C:14]([CH3:21])([CH3:22])[C:13](=[O:23])[CH2:12]2, predict the reactants needed to synthesize it. The reactants are: [Si]([O:8][C:9]1[C:10]([CH3:24])=[C:11]2[C:16](=[C:17]([CH3:20])[C:18]=1[CH3:19])[O:15][C:14]([CH3:22])([CH3:21])[C:13](=[O:23])[CH2:12]2)(C(C)(C)C)(C)C.[F-].C([N+](CCCC)(CCCC)CCCC)CCC. (6) Given the product [Si:1]([O:8][CH:9]1[C:14]2=[N:15][C:16]([CH3:38])=[C:17]([CH2:20][CH2:21][N:22]3[CH2:23][CH2:24][CH:25]([C:28]4[C:32]5[CH:33]=[CH:34][C:35]([O:37][CH2:59][CH2:58][NH:57][C:50](=[O:51])[O:52][C:53]([CH3:56])([CH3:55])[CH3:54])=[CH:36][C:31]=5[O:30][N:29]=4)[CH2:26][CH2:27]3)[C:18](=[O:19])[N:13]2[CH2:12][CH2:11][CH2:10]1)([C:4]([CH3:6])([CH3:7])[CH3:5])([CH3:3])[CH3:2], predict the reactants needed to synthesize it. The reactants are: [Si:1]([O:8][CH:9]1[C:14]2=[N:15][C:16]([CH3:38])=[C:17]([CH2:20][CH2:21][N:22]3[CH2:27][CH2:26][CH:25]([C:28]4[C:32]5[CH:33]=[CH:34][C:35]([OH:37])=[CH:36][C:31]=5[O:30][N:29]=4)[CH2:24][CH2:23]3)[C:18](=[O:19])[N:13]2[CH2:12][CH2:11][CH2:10]1)([C:4]([CH3:7])([CH3:6])[CH3:5])([CH3:3])[CH3:2].CN(C=O)C.C(=O)([O-])[O-].[K+].[K+].[C:50]([N:57](Br)[CH2:58][CH3:59])([O:52][C:53]([CH3:56])([CH3:55])[CH3:54])=[O:51]. (7) Given the product [CH3:27][NH:28][C:3]([CH:5]1[CH2:9][C:8](=[O:10])[N:7]([C:11]2[CH:16]=[CH:15][C:14]([O:17][CH2:18][C:19]3[CH:24]=[CH:23][CH:22]=[C:21]([F:25])[CH:20]=3)=[C:13]([CH3:26])[CH:12]=2)[CH2:6]1)=[O:2], predict the reactants needed to synthesize it. The reactants are: C[O:2][C:3]([CH:5]1[CH2:9][C:8](=[O:10])[N:7]([C:11]2[CH:16]=[CH:15][C:14]([O:17][CH2:18][C:19]3[CH:24]=[CH:23][CH:22]=[C:21]([F:25])[CH:20]=3)=[C:13]([CH3:26])[CH:12]=2)[CH2:6]1)=O.[CH3:27][NH2:28].